From a dataset of Forward reaction prediction with 1.9M reactions from USPTO patents (1976-2016). Predict the product of the given reaction. Given the reactants [NH2:1][CH2:2][CH2:3][O:4][CH2:5][CH2:6][OH:7].[NH:8]1[C:16]2[C:11](=[CH:12][C:13]([NH:17][C:18]3[CH:23]=[CH:22][N:21]=[C:20]4[CH:24]=[C:25]([C:27]5[CH:34]=[CH:33][C:30]([CH:31]=O)=[CH:29][CH:28]=5)[S:26][C:19]=34)=[CH:14][CH:15]=2)[CH:10]=[CH:9]1, predict the reaction product. The product is: [NH:8]1[C:16]2[C:11](=[CH:12][C:13]([NH:17][C:18]3[CH:23]=[CH:22][N:21]=[C:20]4[CH:24]=[C:25]([C:27]5[CH:34]=[CH:33][C:30]([CH2:31][NH:1][CH2:2][CH2:3][O:4][CH2:5][CH2:6][OH:7])=[CH:29][CH:28]=5)[S:26][C:19]=34)=[CH:14][CH:15]=2)[CH:10]=[CH:9]1.